This data is from Forward reaction prediction with 1.9M reactions from USPTO patents (1976-2016). The task is: Predict the product of the given reaction. (1) Given the reactants [CH:1]([C:4]1[CH:5]=[C:6]([CH:9]=[C:10]([CH:14]([CH3:16])[CH3:15])[C:11]=1[O:12][CH3:13])[CH:7]=O)([CH3:3])[CH3:2].[CH3:17][C:18]1[CH:19]=[C:20]2[C:24](=[C:25]([Cl:27])[CH:26]=1)[NH:23][C:22](=[O:28])[CH2:21]2, predict the reaction product. The product is: [Cl:27][C:25]1[CH:26]=[C:18]([CH3:17])[CH:19]=[C:20]2[C:24]=1[NH:23][C:22](=[O:28])[C:21]2=[CH:7][C:6]1[CH:5]=[C:4]([CH:1]([CH3:3])[CH3:2])[C:11]([O:12][CH3:13])=[C:10]([CH:14]([CH3:16])[CH3:15])[CH:9]=1. (2) The product is: [CH3:1][O:2][C:3]1[C:7]([CH2:8][NH2:9])=[C:6]([N:10]2[CH2:15][CH2:14][CH2:13][CH2:12][CH2:11]2)[N:5]([CH3:16])[N:4]=1. Given the reactants [CH3:1][O:2][C:3]1[C:7]([C:8]#[N:9])=[C:6]([N:10]2[CH2:15][CH2:14][CH2:13][CH2:12][CH2:11]2)[N:5]([CH3:16])[N:4]=1, predict the reaction product. (3) Given the reactants [C:1]1([NH:7][C:8]2[CH:13]=[CH:12][CH:11]=[CH:10][CH:9]=2)[CH:6]=[CH:5][CH:4]=[CH:3][CH:2]=1.C[Li].CS(O[CH2:21][CH2:22][CH2:23][CH2:24][CH2:25][CH2:26][CH2:27][C:28]1[CH2:30][CH:29]=1)(=O)=O, predict the reaction product. The product is: [C:8]1([N:7]([C:1]2[CH:2]=[CH:3][CH:4]=[CH:5][CH:6]=2)[CH2:21][CH2:22][CH2:23][CH2:24][CH2:25][CH2:26][CH2:27][C:28]2[CH2:30][CH:29]=2)[CH:9]=[CH:10][CH:11]=[CH:12][CH:13]=1. (4) The product is: [CH3:1][CH2:2][C@H:3]1[O:20][C:18](=[O:19])[CH2:17][C@@H:16]([OH:21])[C@H:15]([CH3:22])[C@@H:14]([O:23][C@@H:24]2[O:29][C@H:28]([CH3:30])[C@@H:27]([OH:31])[C@H:26]([N:32]([CH3:34])[CH3:33])[C@H:25]2[OH:35])[C@@H:13]([CH2:36][CH2:37][N:38]2[CH2:39][C@@H:40]([CH3:45])[CH2:41][C@@H:42]([CH3:44])[CH2:43]2)[CH2:12][C@@H:11]([CH3:46])[C:9](=[O:10])[CH:8]=[CH:7][C:6]([CH3:47])=[CH:5][C@@H:4]1[CH2:48][O:49][C@@H:50]1[O:55][C@H:54]([CH3:56])[C@@H:53]([OH:57])[C@@H:52]([O:58][CH3:59])[C@H:51]1[O:60][CH3:61].[CH3:62][C@H:63]([C:76]([OH:78])=[O:77])[C:64]1[CH:65]=[CH:66][C:67]2[CH:68]=[C:69]([O:74][CH3:75])[CH:70]=[CH:71][C:72]=2[CH:73]=1. Given the reactants [CH3:1][CH2:2][C@H:3]1[O:20][C:18](=[O:19])[CH2:17][C@@H:16]([OH:21])[C@H:15]([CH3:22])[C@@H:14]([O:23][C@@H:24]2[O:29][C@H:28]([CH3:30])[C@@H:27]([OH:31])[C@H:26]([N:32]([CH3:34])[CH3:33])[C@H:25]2[OH:35])[C@@H:13]([CH2:36][CH2:37][N:38]2[CH2:43][C@@H:42]([CH3:44])[CH2:41][C@@H:40]([CH3:45])[CH2:39]2)[CH2:12][C@@H:11]([CH3:46])[C:9](=[O:10])[CH:8]=[CH:7][C:6]([CH3:47])=[CH:5][C@@H:4]1[CH2:48][O:49][C@@H:50]1[O:55][C@H:54]([CH3:56])[C@@H:53]([OH:57])[C@@H:52]([O:58][CH3:59])[C@H:51]1[O:60][CH3:61].[CH3:62][C@H:63]([C:76]([OH:78])=[O:77])[C:64]1[CH:65]=[CH:66][C:67]2[CH:68]=[C:69]([O:74][CH3:75])[CH:70]=[CH:71][C:72]=2[CH:73]=1, predict the reaction product. (5) Given the reactants [ClH:1].[NH2:2][CH:3]1[CH2:8][CH2:7][N:6]([CH2:9][CH2:10][N:11]2[C:20]3[C:15](=[CH:16][CH:17]=[C:18]([F:21])[CH:19]=3)[C:14]([C:22]#[N:23])=[CH:13][C:12]2=[O:24])[CH2:5][CH2:4]1.[O:25]=[C:26]1[CH2:31][O:30][C:29]2[CH:32]=[CH:33][C:34]([CH:36]=O)=[N:35][C:28]=2[NH:27]1.C([O-])(=O)C.[Na+].C([BH3-])#N.Cl, predict the reaction product. The product is: [ClH:1].[ClH:1].[F:21][C:18]1[CH:19]=[C:20]2[C:15]([C:14]([C:22]#[N:23])=[CH:13][C:12](=[O:24])[N:11]2[CH2:10][CH2:9][N:6]2[CH2:5][CH2:4][CH:3]([NH:2][CH2:36][C:34]3[CH:33]=[CH:32][C:29]4[O:30][CH2:31][C:26](=[O:25])[NH:27][C:28]=4[N:35]=3)[CH2:8][CH2:7]2)=[CH:16][CH:17]=1. (6) The product is: [CH2:1]([O:8][C:9]1[CH:28]=[CH:27][C:12]([CH2:13][NH:14][C:15]([C:17]2[CH:18]=[C:19]3[C:24](=[CH:25][CH:26]=2)[N:23]=[CH:22][CH:21]=[CH:20]3)=[S:38])=[CH:11][CH:10]=1)[C:2]1[CH:7]=[CH:6][CH:5]=[CH:4][CH:3]=1. Given the reactants [CH2:1]([O:8][C:9]1[CH:28]=[CH:27][C:12]([CH2:13][NH:14][C:15]([C:17]2[CH:18]=[C:19]3[C:24](=[CH:25][CH:26]=2)[N:23]=[CH:22][CH:21]=[CH:20]3)=O)=[CH:11][CH:10]=1)[C:2]1[CH:7]=[CH:6][CH:5]=[CH:4][CH:3]=1.COC1C=CC(P2(=S)SP(=S)(C3C=CC(OC)=CC=3)[S:38]2)=CC=1, predict the reaction product.